This data is from Full USPTO retrosynthesis dataset with 1.9M reactions from patents (1976-2016). The task is: Predict the reactants needed to synthesize the given product. (1) Given the product [N+:1]([C:4]1[CH:11]=[CH:10][C:7]([CH:8]=[O:28])=[C:6]([C:12]([F:15])([F:14])[F:13])[CH:5]=1)([O-:3])=[O:2], predict the reactants needed to synthesize it. The reactants are: [N+:1]([C:4]1[CH:11]=[CH:10][C:7]([C:8]#N)=[C:6]([C:12]([F:15])([F:14])[F:13])[CH:5]=1)([O-:3])=[O:2].CC(C[AlH]CC(C)C)C.CO.S(=O)(=O)(O)[OH:28]. (2) Given the product [NH2:5][C:6]1[CH:14]=[CH:13][C:9]([C:10]([O:12][CH:21]([CH3:23])[CH3:22])=[O:11])=[CH:8][C:7]=1[Cl:15], predict the reactants needed to synthesize it. The reactants are: S(Cl)(Cl)=O.[NH2:5][C:6]1[CH:14]=[CH:13][C:9]([C:10]([OH:12])=[O:11])=[CH:8][C:7]=1[Cl:15].C(=O)(O)[O-].[Na+].[CH:21](O)([CH3:23])[CH3:22]. (3) Given the product [CH2:18]([O:17][C:15]([NH:1][C@H:2]([C:11]([OH:13])=[O:12])[CH2:3][C:4]1[CH:5]=[CH:6][C:7]([OH:10])=[CH:8][CH:9]=1)=[O:16])[CH:19]=[CH2:20], predict the reactants needed to synthesize it. The reactants are: [NH2:1][C@H:2]([C:11]([OH:13])=[O:12])[CH2:3][C:4]1[CH:9]=[CH:8][C:7]([OH:10])=[CH:6][CH:5]=1.Cl[C:15]([O:17][CH2:18][CH:19]=[CH2:20])=[O:16]. (4) Given the product [CH2:3]([O:10][C:11]([C:13]1([CH:21]([O:23][S:32]([C:35]([F:38])([F:37])[F:36])(=[O:34])=[O:33])[CH3:22])[CH2:18][O:17][C:16]([CH3:19])([CH3:20])[CH2:15][O:14]1)=[O:12])[C:4]1[CH:9]=[CH:8][CH:7]=[CH:6][CH:5]=1, predict the reactants needed to synthesize it. The reactants are: [H-].[Na+].[CH2:3]([O:10][C:11]([C:13]1([CH:21]([OH:23])[CH3:22])[CH2:18][O:17][C:16]([CH3:20])([CH3:19])[CH2:15][O:14]1)=[O:12])[C:4]1[CH:9]=[CH:8][CH:7]=[CH:6][CH:5]=1.C1C(Cl)=CN=C(N([S:32]([C:35]([F:38])([F:37])[F:36])(=[O:34])=[O:33])[S:32]([C:35]([F:38])([F:37])[F:36])(=[O:34])=[O:33])C=1.[Cl-].[NH4+]. (5) Given the product [Cl:1][C:2]1[CH:3]=[C:4]2[C:9](=[CH:10][C:11]=1[F:12])[C:8]([CH3:13])([CH3:14])[C:7](=[O:15])[C:6]([C:16]([NH:30][CH2:29][C:28]([O:27][C:23]([CH3:26])([CH3:25])[CH3:24])=[O:31])=[O:17])=[C:5]2[OH:21], predict the reactants needed to synthesize it. The reactants are: [Cl:1][C:2]1[CH:3]=[C:4]2[C:9](=[CH:10][C:11]=1[F:12])[C:8]([CH3:14])([CH3:13])[C:7](=[O:15])[C:6]([C:16](OCC)=[O:17])=[C:5]2[OH:21].Cl.[C:23]([O:27][C:28](=[O:31])[CH2:29][NH2:30])([CH3:26])([CH3:25])[CH3:24].CCN(C(C)C)C(C)C. (6) The reactants are: [CH:1]1([NH:4][C:5]([NH:7][C:8]2[CH:13]=[CH:12][C:11]([O:14][C:15]3[CH:20]=[CH:19][N:18]=[C:17]4[CH:21]=[C:22]([C:24]5[N:25]([CH3:35])[C:26]([CH2:29][NH:30][CH2:31][CH2:32][O:33][CH3:34])=[CH:27][N:28]=5)[S:23][C:16]=34)=[C:10]([F:36])[CH:9]=2)=[O:6])[CH2:3][CH2:2]1.[CH3:37][S:38](Cl)(=[O:40])=[O:39].CCN(C(C)C)C(C)C. Given the product [CH:1]1([NH:4][C:5](=[O:6])[NH:7][C:8]2[CH:13]=[CH:12][C:11]([O:14][C:15]3[CH:20]=[CH:19][N:18]=[C:17]4[CH:21]=[C:22]([C:24]5[N:25]([CH3:35])[C:26]([CH2:29][N:30]([CH2:31][CH2:32][O:33][CH3:34])[S:38]([CH3:37])(=[O:40])=[O:39])=[CH:27][N:28]=5)[S:23][C:16]=34)=[C:10]([F:36])[CH:9]=2)[CH2:3][CH2:2]1, predict the reactants needed to synthesize it. (7) Given the product [OH:10][CH2:9][C@H:5]([CH2:6][CH:7]=[CH2:8])[CH2:4][C@H:3]1[CH2:2][O:1][C:20]([CH3:25])([CH3:19])[N:11]1[C:12]([O:13][C:14]([CH3:17])([CH3:16])[CH3:15])=[O:18], predict the reactants needed to synthesize it. The reactants are: [OH:1][CH2:2][C@@H:3]([NH:11][C:12](=[O:18])[O:13][C:14]([CH3:17])([CH3:16])[CH3:15])[CH2:4][C@H:5]([CH2:9][OH:10])[CH2:6][CH:7]=[CH2:8].[CH3:19][C:20]1C=CC(S(O)(=O)=O)=C[CH:25]=1.COC(OC)(C)C.